Dataset: Catalyst prediction with 721,799 reactions and 888 catalyst types from USPTO. Task: Predict which catalyst facilitates the given reaction. Reactant: [CH2:1]([O:3][C:4](=[O:23])[C:5]1[C:10](Cl)=[CH:9][C:8]([C:12]2[C:17]([CH2:18][CH3:19])=[CH:16][CH:15]=[CH:14][C:13]=2[CH2:20][CH3:21])=[N:7][C:6]=1[CH3:22])C.Cl.[NH:25]1[CH2:28][CH2:27][CH2:26]1.C([O-])([O-])=O.[K+].[K+].O. Product: [CH3:1][O:3][C:4](=[O:23])[C:5]1[C:10]([N:25]2[CH2:28][CH2:27][CH2:26]2)=[CH:9][C:8]([C:12]2[C:17]([CH2:18][CH3:19])=[CH:16][CH:15]=[CH:14][C:13]=2[CH2:20][CH3:21])=[N:7][C:6]=1[CH3:22]. The catalyst class is: 31.